From a dataset of Catalyst prediction with 721,799 reactions and 888 catalyst types from USPTO. Predict which catalyst facilitates the given reaction. (1) Reactant: [C:1]([O:5][C:6](=[O:27])[CH:7]([NH:14][S:15]([C:18]1[CH:19]=[C:20]([CH:24]=[CH:25][CH:26]=1)[C:21]([OH:23])=[O:22])(=[O:17])=[O:16])[C:8]1[CH:13]=[CH:12][CH:11]=[CH:10][CH:9]=1)([CH3:4])([CH3:3])[CH3:2].[Cl:28][C:29]1[CH:30]=[N+:31]([O-:49])[CH:32]=[C:33]([Cl:48])[C:34]=1[CH2:35][C@@H:36]([C:38]1[CH:43]=[CH:42][C:41]([O:44][CH3:45])=[C:40]([O:46][CH3:47])[CH:39]=1)O.Cl.CN(C)CCCN=C=NCC. Product: [C:1]([O:5][C:6](=[O:27])[CH:7]([NH:14][S:15]([C:18]1[CH:19]=[C:20]([CH:24]=[CH:25][CH:26]=1)[C:21]([O:23][C@H:36]([C:38]1[CH:43]=[CH:42][C:41]([O:44][CH3:45])=[C:40]([O:46][CH3:47])[CH:39]=1)[CH2:35][C:34]1[C:33]([Cl:48])=[CH:32][N+:31]([O-:49])=[CH:30][C:29]=1[Cl:28])=[O:22])(=[O:17])=[O:16])[C:8]1[CH:9]=[CH:10][CH:11]=[CH:12][CH:13]=1)([CH3:4])([CH3:2])[CH3:3]. The catalyst class is: 9. (2) Reactant: C(OC([N:11]1[CH2:15][CH:14]([O:16][CH3:17])[CH2:13][N:12]1[C:18](=[O:27])[CH2:19][C:20]1[CH:25]=[CH:24][C:23]([F:26])=[CH:22][CH:21]=1)=O)C1C=CC=CC=1. Product: [F:26][C:23]1[CH:24]=[CH:25][C:20]([CH2:19][C:18]([N:12]2[CH2:13][CH:14]([O:16][CH3:17])[CH2:15][NH:11]2)=[O:27])=[CH:21][CH:22]=1. The catalyst class is: 5. (3) Reactant: FC(F)(F)C(O)=O.C([O:12][C:13](=[O:32])[CH:14]([CH3:31])[C:15](=[O:30])[CH2:16][CH2:17][C:18]1[CH:23]=[CH:22][C:21]([C:24]2[CH:29]=[CH:28][CH:27]=[CH:26][CH:25]=2)=[CH:20][CH:19]=1)(C)(C)C. Product: [C:21]1([C:24]2[CH:25]=[CH:26][CH:27]=[CH:28][CH:29]=2)[CH:20]=[CH:19][C:18]([CH2:17][CH2:16][CH:15]([OH:30])[CH:14]([CH3:31])[C:13]([OH:32])=[O:12])=[CH:23][CH:22]=1. The catalyst class is: 4. (4) Reactant: [N-:1]=[N+:2]=[N-:3].[Na+].Cl[CH2:6][CH2:7][O:8][C:9]1[CH:35]=[CH:34][C:12]2[C@:13]3([OH:33])[C@@H:18]([OH:19])[CH2:17][C@@H:16]([C:20]4[CH:25]=[CH:24][CH:23]=[CH:22][CH:21]=4)[C@:14]3([C:26]3[CH:31]=[CH:30][C:29]([Cl:32])=[CH:28][CH:27]=3)[O:15][C:11]=2[CH:10]=1. Product: [N:1]([CH2:6][CH2:7][O:8][C:9]1[CH:35]=[CH:34][C:12]2[C@:13]3([OH:33])[C@@H:18]([OH:19])[CH2:17][C@@H:16]([C:20]4[CH:25]=[CH:24][CH:23]=[CH:22][CH:21]=4)[C@:14]3([C:26]3[CH:27]=[CH:28][C:29]([Cl:32])=[CH:30][CH:31]=3)[O:15][C:11]=2[CH:10]=1)=[N+:2]=[N-:3]. The catalyst class is: 3. (5) Reactant: Br[CH2:2][C:3]1[CH:10]=[CH:9][C:8]([Cl:11])=[CH:7][C:4]=1[C:5]#[N:6].[P:12]([O:19]CC)([O:16][CH2:17][CH3:18])[O:13][CH2:14][CH3:15]. Product: [Cl:11][C:8]1[CH:9]=[CH:10][C:3]([CH2:2][P:12](=[O:19])([O:16][CH2:17][CH3:18])[O:13][CH2:14][CH3:15])=[C:4]([C:5]#[N:6])[CH:7]=1. The catalyst class is: 11. (6) Reactant: [F:1][C:2]1[C:3]([N:14]=[C:15]=[N:16][C:17]2[CH:22]=[C:21]([C:23]([F:26])([F:25])[F:24])[CH:20]=[CH:19][C:18]=2[O:27][CH3:28])=[C:4](/[CH:8]=[CH:9]/[C:10]([O:12][CH3:13])=[O:11])[CH:5]=[CH:6][CH:7]=1.[F:29][C:30]1[CH:35]=[CH:34][C:33]([N:36]2[CH2:41][CH2:40][NH:39][CH2:38][CH2:37]2)=[CH:32][CH:31]=1. Product: [F:1][C:2]1[CH:7]=[CH:6][CH:5]=[C:4]2[C:3]=1[N:14]=[C:15]([N:39]1[CH2:38][CH2:37][N:36]([C:33]3[CH:32]=[CH:31][C:30]([F:29])=[CH:35][CH:34]=3)[CH2:41][CH2:40]1)[N:16]([C:17]1[CH:22]=[C:21]([C:23]([F:26])([F:25])[F:24])[CH:20]=[CH:19][C:18]=1[O:27][CH3:28])[CH:8]2[CH2:9][C:10]([O:12][CH3:13])=[O:11]. The catalyst class is: 4. (7) Reactant: [NH2:1][C:2]1[N:3]=[CH:4][C:5]([C:18]2[CH:46]=[CH:45][C:21]([CH2:22][NH:23][CH:24]3[CH2:29][CH2:28][N:27]([C:30]([O:32][C:33]([CH3:36])([CH3:35])[CH3:34])=[O:31])[C@@H:26]([C:37]([O:39][CH:40]4[CH2:44][CH2:43][CH2:42][CH2:41]4)=[O:38])[CH2:25]3)=[CH:20][CH:19]=2)=[N:6][C:7]=1[NH:8][CH2:9][C:10]1[C:15]([Cl:16])=[CH:14][CH:13]=[CH:12][C:11]=1[Cl:17].[CH2:47]=O. Product: [NH2:1][C:2]1[N:3]=[CH:4][C:5]([C:18]2[CH:19]=[CH:20][C:21]([CH2:22][N:23]([CH3:47])[CH:24]3[CH2:29][CH2:28][N:27]([C:30]([O:32][C:33]([CH3:36])([CH3:35])[CH3:34])=[O:31])[C@@H:26]([C:37]([O:39][CH:40]4[CH2:41][CH2:42][CH2:43][CH2:44]4)=[O:38])[CH2:25]3)=[CH:45][CH:46]=2)=[N:6][C:7]=1[NH:8][CH2:9][C:10]1[C:11]([Cl:17])=[CH:12][CH:13]=[CH:14][C:15]=1[Cl:16]. The catalyst class is: 23.